Dataset: Tyrosyl-DNA phosphodiesterase HTS with 341,365 compounds. Task: Binary Classification. Given a drug SMILES string, predict its activity (active/inactive) in a high-throughput screening assay against a specified biological target. (1) The compound is s1c(C2NC(C3C2C(=O)N(C3=O)c2ccccc2)(C)C(OCC)=O)ccc1. The result is 0 (inactive). (2) The compound is O=C(N1CCN(CC1)c1nc(N2CCN(CC2)C(=O)C(n2nnc(c2)CCC(O)=O)CCCC[NH3+])nc(n1)NCCOCCOCCOCC#C)C(n1nnc(c1)CCC\N=C(\[NH3+])N)C(CC)C. The result is 0 (inactive). (3) The compound is S(=O)(=O)(N1CCCCC1)c1ccc(NC(=O)CSc2sc(nn2)C)cc1. The result is 0 (inactive). (4) The drug is O=C1N(NC(=O)C2C1C(C=C(C2)C)C)c1ccccc1. The result is 0 (inactive). (5) The compound is S1c2c(N(c3c1cccc3)C(=O)NCC(C)C)cccc2. The result is 0 (inactive). (6) The molecule is o1c(C(=O)Nc2c(N3CCC(CC3)C)cccc2)cc2c1cccc2. The result is 0 (inactive). (7) The drug is O=C(Nc1c(n(n(c1=O)c1ccccc1)C)C)C1(CCCC1)c1cc(OC)c(OC)cc1. The result is 0 (inactive).